This data is from Catalyst prediction with 721,799 reactions and 888 catalyst types from USPTO. The task is: Predict which catalyst facilitates the given reaction. (1) The catalyst class is: 2. Product: [F:1][C:2]1[CH:3]=[CH:4][C:5]([S:8]([N:11]([CH2:12][CH2:13][OH:14])[CH2:15][C:16]([NH:42][CH2:41][C:33]2[CH:32]=[C:31]([C:28]3[CH:27]=[CH:26][C:25]([C:24]([F:23])([F:39])[F:40])=[CH:30][CH:29]=3)[CH:36]=[CH:35][CH:34]=2)=[O:18])(=[O:9])=[O:10])=[CH:6][CH:7]=1. Reactant: [F:1][C:2]1[CH:7]=[CH:6][C:5]([S:8]([N:11]([CH2:15][C:16]([OH:18])=O)[CH2:12][CH2:13][OH:14])(=[O:10])=[O:9])=[CH:4][CH:3]=1.C(Cl)CCl.[F:23][C:24]([F:40])([F:39])[C:25]1[CH:30]=[CH:29][C:28]([C:31]2[CH:36]=[CH:35][CH:34]=[C:33](NC)[CH:32]=2)=[CH:27][CH:26]=1.[CH3:41][N:42](C=O)C. (2) The catalyst class is: 47. Product: [C:20]([O:45][C:42]([N:13]1[CH2:17][CH:16]2[CH:12]1[CH2:11][NH:10][CH2:15]2)=[O:44])([CH3:25])([CH3:21])[CH3:19]. Reactant: C(OC(=O)[N:10]([CH2:15][CH:16]=[CH2:17])[CH2:11][CH:12]=[N:13]O)C1C=CC=CC=1.[CH2:19](OC(=O)N(CC=C)CC=O)[C:20]1[CH:25]=CC=C[CH:21]=1.Cl.NO.O.O.O.[C:42]([O-:45])(=[O:44])C.[Na+]. (3) Reactant: [O:1]1[CH2:6][CH2:5][N:4]([CH2:7][CH2:8][CH2:9][NH2:10])[CH2:3][CH2:2]1.[C:11](/[C:13](=[CH:24]\[C:25]1[CH:30]=[CH:29][C:28]([F:31])=[CH:27][CH:26]=1)/[C:14](ON1C(=O)CCC1=O)=[O:15])#[N:12]. Product: [C:11](/[C:13](=[CH:24]\[C:25]1[CH:26]=[CH:27][C:28]([F:31])=[CH:29][CH:30]=1)/[C:14]([NH:10][CH2:9][CH2:8][CH2:7][N:4]1[CH2:5][CH2:6][O:1][CH2:2][CH2:3]1)=[O:15])#[N:12]. The catalyst class is: 1. (4) The catalyst class is: 746. Reactant: [Cl:1][C:2]1[CH:7]=[CH:6][C:5]([C:8](=O)[CH2:9][CH2:10][C:11]([OH:13])=[O:12])=[CH:4][CH:3]=1.[OH-].[K+].O.NN.Cl. Product: [Cl:1][C:2]1[CH:3]=[CH:4][C:5]([CH2:8][CH2:9][CH2:10][C:11]([OH:13])=[O:12])=[CH:6][CH:7]=1. (5) Reactant: [Br:1][C:2]1[CH:3]=[C:4]([C:8]2(O)[CH2:13][CH2:12][O:11][CH2:10][CH2:9]2)[CH:5]=[CH:6][CH:7]=1.O.C1(C)C=CC(S(O)(=O)=O)=CC=1. Product: [Br:1][C:2]1[CH:3]=[C:4]([C:8]2[CH2:13][CH2:12][O:11][CH2:10][CH:9]=2)[CH:5]=[CH:6][CH:7]=1. The catalyst class is: 11. (6) Reactant: [Cl:1][C:2]1[CH:8]=[CH:7][C:5]([NH2:6])=[C:4]([C:9]2[CH:14]=[C:13]([O:15][CH3:16])[N:12]=[CH:11][N:10]=2)[C:3]=1[F:17].C(ON=O)CC(C)C.[Si](N=[N+:31]=[N-:32])(C)(C)C.[F:33][C:34]([F:38])([F:37])[C:35]#[CH:36]. Product: [Cl:1][C:2]1[C:3]([F:17])=[C:4]([C:9]2[CH:14]=[C:13]([O:15][CH3:16])[N:12]=[CH:11][N:10]=2)[C:5]([N:6]2[CH:36]=[C:35]([C:34]([F:38])([F:37])[F:33])[N:31]=[N:32]2)=[CH:7][CH:8]=1. The catalyst class is: 290. (7) Reactant: O.ON1C2C=CC=CC=2N=N1.C(N(C(C)C)C(C)C)C.[F:21][C:22]([F:45])([F:44])[C:23]1[CH:28]=[CH:27][CH:26]=[CH:25][C:24]=1[S:29]([N:32]1[CH2:37][CH2:36][CH2:35][CH2:34][CH:33]1[CH2:38][CH2:39][CH2:40][C:41](O)=[O:42])(=[O:31])=[O:30].Cl.CN(C)CCCN=C=NCC.Cl.Cl.[N:60]1([CH2:65][CH2:66][O:67][C:68]2([C:74]3[CH:75]=[N:76][CH:77]=[CH:78][CH:79]=3)[CH2:73][CH2:72][NH:71][CH2:70][CH2:69]2)[CH2:64][CH2:63][CH2:62][CH2:61]1. Product: [N:76]1[CH:77]=[CH:78][CH:79]=[C:74]([C:68]2([O:67][CH2:66][CH2:65][N:60]3[CH2:64][CH2:63][CH2:62][CH2:61]3)[CH2:73][CH2:72][N:71]([C:41](=[O:42])[CH2:40][CH2:39][CH2:38][CH:33]3[CH2:34][CH2:35][CH2:36][CH2:37][N:32]3[S:29]([C:24]3[CH:25]=[CH:26][CH:27]=[CH:28][C:23]=3[C:22]([F:21])([F:45])[F:44])(=[O:30])=[O:31])[CH2:70][CH2:69]2)[CH:75]=1. The catalyst class is: 2.